Dataset: Buchwald-Hartwig C-N cross coupling reaction yields with 55,370 reactions. Task: Predict the reaction yield, written as a fraction of the theoretical maximum amount of product (1.0 means a 100% yield; for example, 0.34 means a 34% yield). (1) The reactants are COc1ccc(Cl)cc1.Cc1ccc(N)cc1.O=S(=O)(O[Pd]1c2ccccc2-c2ccccc2N~1)C(F)(F)F.COc1ccc(OC)c(P(C(C)(C)C)C(C)(C)C)c1-c1c(C(C)C)cc(C(C)C)cc1C(C)C.CCN=P(N=P(N(C)C)(N(C)C)N(C)C)(N(C)C)N(C)C.c1ccc2oncc2c1. No catalyst specified. The product is COc1ccc(Nc2ccc(C)cc2)cc1. The yield is 0.00594. (2) The product is Cc1ccc(Nc2cccnc2)cc1. The reactants are Brc1cccnc1.Cc1ccc(N)cc1.O=S(=O)(O[Pd]1c2ccccc2-c2ccccc2N~1)C(F)(F)F.COc1ccc(OC)c(P([C@]23C[C@H]4C[C@H](C[C@H](C4)C2)C3)[C@]23C[C@H]4C[C@H](C[C@H](C4)C2)C3)c1-c1c(C(C)C)cc(C(C)C)cc1C(C)C.CN(C)C(=NC(C)(C)C)N(C)C.c1ccc(-c2ccon2)cc1. The yield is 0.816. No catalyst specified. (3) The reactants are CCc1ccc(Br)cc1.Cc1ccc(N)cc1.O=S(=O)(O[Pd]1c2ccccc2-c2ccccc2N~1)C(F)(F)F.COc1ccc(OC)c(P([C@]23C[C@H]4C[C@H](C[C@H](C4)C2)C3)[C@]23C[C@H]4C[C@H](C[C@H](C4)C2)C3)c1-c1c(C(C)C)cc(C(C)C)cc1C(C)C.CCN=P(N=P(N(C)C)(N(C)C)N(C)C)(N(C)C)N(C)C.Cc1cc(C)on1. No catalyst specified. The product is CCc1ccc(Nc2ccc(C)cc2)cc1. The yield is 0.618. (4) The reactants are Clc1cccnc1.Cc1ccc(N)cc1.O=S(=O)(O[Pd]1c2ccccc2-c2ccccc2N~1)C(F)(F)F.COc1ccc(OC)c(P([C@]23C[C@H]4C[C@H](C[C@H](C4)C2)C3)[C@]23C[C@H]4C[C@H](C[C@H](C4)C2)C3)c1-c1c(C(C)C)cc(C(C)C)cc1C(C)C.CCN=P(N=P(N(C)C)(N(C)C)N(C)C)(N(C)C)N(C)C.CCOC(=O)c1cc(C)on1. No catalyst specified. The product is Cc1ccc(Nc2cccnc2)cc1. The yield is 0.0591.